From a dataset of Reaction yield outcomes from USPTO patents with 853,638 reactions. Predict the reaction yield, written as a fraction of the theoretical maximum amount of product (1.0 means a 100% yield; for example, 0.34 means a 34% yield). (1) The catalyst is CC(O)=O. The yield is 0.990. The product is [OH:1][C:2]1[CH:10]=[CH:9][CH:8]=[C:7]2[C:3]=1[CH2:4][CH2:5][NH:6]2. The reactants are [OH:1][C:2]1[CH:10]=[CH:9][CH:8]=[C:7]2[C:3]=1[CH:4]=[CH:5][NH:6]2.[BH3-]C#N.[Na+].O. (2) The reactants are [F:1][C:2]1[CH:3]=[C:4]([C@H:8]2[CH2:12][C@@H:11]([OH:13])[CH2:10][N:9]2[C:14]([O:16][C:17]([CH3:20])([CH3:19])[CH3:18])=[O:15])[CH:5]=[CH:6][CH:7]=1.CC(OI1(OC(C)=O)(OC(C)=O)OC(=O)C2C=CC=CC1=2)=O.[OH-].[Na+]. The catalyst is C(Cl)Cl.[Cl-].[Na+].O. The product is [F:1][C:2]1[CH:3]=[C:4]([C@H:8]2[CH2:12][C:11](=[O:13])[CH2:10][N:9]2[C:14]([O:16][C:17]([CH3:20])([CH3:19])[CH3:18])=[O:15])[CH:5]=[CH:6][CH:7]=1. The yield is 0.430. (3) The reactants are [C:1]1([C:9]([CH2:11][C:12]2[CH:19]=[CH:18][C:15]([O:16]C)=[CH:14][CH:13]=2)=[O:10])[CH:8]=[CH:7][C:4]([O:5]C)=[CH:3][CH:2]=1.Cl.N1C=CC=CC=1. The catalyst is O. The product is [OH:5][C:4]1[CH:7]=[CH:8][C:1]([C:9]([CH2:11][C:12]2[CH:13]=[CH:14][C:15]([OH:16])=[CH:18][CH:19]=2)=[O:10])=[CH:2][CH:3]=1. The yield is 0.850. (4) The reactants are Cl[C:2]1[N:10]=[CH:9][CH:8]=[CH:7][C:3]=1[C:4]([OH:6])=[O:5].C(=O)([O-])[O-].[K+].[K+].[CH:17]1([C:22]2[CH:26]=[C:25]([NH2:27])[N:24]([C:28]3[CH:33]=[CH:32][CH:31]=[CH:30][C:29]=3[CH3:34])[N:23]=2)[CH2:21][CH2:20][CH2:19][CH2:18]1. The catalyst is CN(C=O)C.C([O-])(=O)C.[Cu+2].C([O-])(=O)C. The product is [CH:17]1([C:22]2[CH:26]=[C:25]([NH:27][C:2]3[N:10]=[CH:9][CH:8]=[CH:7][C:3]=3[C:4]([OH:6])=[O:5])[N:24]([C:28]3[CH:33]=[CH:32][CH:31]=[CH:30][C:29]=3[CH3:34])[N:23]=2)[CH2:18][CH2:19][CH2:20][CH2:21]1. The yield is 0.230. (5) The reactants are [C:1]([N:24]1[CH2:29][CH2:28][N:27](C(OC(C)(C)C)=O)[CH2:26][CH2:25]1)(=[O:23])[CH2:2][CH2:3][CH:4]=[CH:5][CH2:6][CH:7]=[CH:8][CH2:9][CH:10]=[CH:11][CH2:12][CH:13]=[CH:14][CH2:15][CH:16]=[CH:17][CH2:18][CH:19]=[CH:20][CH2:21][CH3:22].C(C(O)=O)(F)(F)F.C([O-])([O-])=O.[Na+].[Na+]. The catalyst is C(Cl)Cl. The product is [N:24]1([C:1](=[O:23])[CH2:2][CH2:3][CH:4]=[CH:5][CH2:6][CH:7]=[CH:8][CH2:9][CH:10]=[CH:11][CH2:12][CH:13]=[CH:14][CH2:15][CH:16]=[CH:17][CH2:18][CH:19]=[CH:20][CH2:21][CH3:22])[CH2:29][CH2:28][NH:27][CH2:26][CH2:25]1. The yield is 0.975. (6) The reactants are [CH:1](NC(C)C)(C)C.C([Li])CCC.[CH2:13]([N:20]1[CH:25]([C:26]2[CH:31]=[CH:30][CH:29]=[CH:28][CH:27]=2)[CH2:24][C:23]([CH3:33])([CH3:32])[N:22]2[N:34]=[CH:35][C:36]([C:37](=[O:47])[CH:38]([C:40]3[CH:45]=[CH:44][C:43]([CH3:46])=[CH:42][CH:41]=3)[CH3:39])=[C:21]12)[C:14]1[CH:19]=[CH:18][CH:17]=[CH:16][CH:15]=1.IC. The catalyst is C1COCC1. The product is [CH2:13]([N:20]1[CH:25]([C:26]2[CH:31]=[CH:30][CH:29]=[CH:28][CH:27]=2)[CH2:24][C:23]([CH3:33])([CH3:32])[N:22]2[N:34]=[CH:35][C:36]([C:37](=[O:47])[C:38]([CH3:1])([C:40]3[CH:45]=[CH:44][C:43]([CH3:46])=[CH:42][CH:41]=3)[CH3:39])=[C:21]12)[C:14]1[CH:19]=[CH:18][CH:17]=[CH:16][CH:15]=1. The yield is 0.230. (7) The reactants are [Cl:1][C:2]1[CH:3]=[C:4]([C:26](=[O:28])[CH3:27])[CH:5]=[CH:6][C:7]=1[N:8]1[C:13]2=[N:14][C:15]3[C:20]([Cl:21])=[CH:19][CH:18]=[C:17]([CH:22]([OH:25])[CH2:23][CH3:24])[C:16]=3[N:12]2[CH2:11][CH2:10][CH2:9]1.[O:29]1CC[CH2:31][CH2:30]1.C(OC(=O)C)(=O)C. The catalyst is N1C=CC=CC=1. The product is [C:30]([O:25][CH:22]([C:17]1[C:16]2[N:12]3[CH2:11][CH2:10][CH2:9][N:8]([C:7]4[CH:6]=[CH:5][C:4]([C:26](=[O:28])[CH3:27])=[CH:3][C:2]=4[Cl:1])[C:13]3=[N:14][C:15]=2[C:20]([Cl:21])=[CH:19][CH:18]=1)[CH2:23][CH3:24])(=[O:29])[CH3:31]. The yield is 0.700.